From a dataset of Reaction yield outcomes from USPTO patents with 853,638 reactions. Predict the reaction yield, written as a fraction of the theoretical maximum amount of product (1.0 means a 100% yield; for example, 0.34 means a 34% yield). (1) The reactants are I[C:2]1([O:9][CH3:10])[CH:7]=[C:6]([CH3:8])[CH:5]=[CH:4][CH2:3]1. The catalyst is CC(C)=O.O.[Pd].[Zn]. The product is [CH3:10][O:9][C:2]1[CH:7]=[C:6]([CH3:8])[CH:5]=[CH:4][C:3]=1[C:3]1[CH:4]=[CH:5][C:6]([CH3:8])=[CH:7][C:2]=1[O:9][CH3:10]. The yield is 0.460. (2) The reactants are [C:1]1([C:13]2[CH:18]=[CH:17][CH:16]=[CH:15][CH:14]=2)[CH:6]=[CH:5][CH:4]=[CH:3][C:2]=1[C:7](=[O:12])[C:8]([F:11])([F:10])[F:9].O1CCCC1.B. The catalyst is C1COCC1.Cl. The product is [C:1]1([C:13]2[CH:18]=[CH:17][CH:16]=[CH:15][CH:14]=2)[CH:6]=[CH:5][CH:4]=[CH:3][C:2]=1[CH:7]([OH:12])[C:8]([F:10])([F:11])[F:9]. The yield is 0.960. (3) The yield is 0.370. The product is [NH2:19][C:10]1[C@:11]([CH3:18])([C:14]([F:17])([F:16])[F:15])[O:12][CH2:13][C@:8]([C:6]2[N:7]=[C:2]([NH:32][C:30]([C:27]3[C:26]([CH3:33])=[CH:25][C:24]([C:22]#[N:23])=[CH:29][N:28]=3)=[O:31])[CH:3]=[CH:4][C:5]=2[F:21])([CH3:20])[N:9]=1. The catalyst is O1CCOCC1.O.CC(OC)(C)C.C1C=CC(/C=C/C(/C=C/C2C=CC=CC=2)=O)=CC=1.C1C=CC(/C=C/C(/C=C/C2C=CC=CC=2)=O)=CC=1.C1C=CC(/C=C/C(/C=C/C2C=CC=CC=2)=O)=CC=1.[Pd].[Pd].ClCCl.CO. The reactants are Br[C:2]1[N:7]=[C:6]([C@:8]2([CH3:20])[CH2:13][O:12][C@@:11]([CH3:18])([C:14]([F:17])([F:16])[F:15])[C:10]([NH2:19])=[N:9]2)[C:5]([F:21])=[CH:4][CH:3]=1.[C:22]([C:24]1[CH:25]=[C:26]([CH3:33])[C:27]([C:30]([NH2:32])=[O:31])=[N:28][CH:29]=1)#[N:23].CC1(C)C2C(=C(P(C3C=CC=CC=3)C3C=CC=CC=3)C=CC=2)OC2C(P(C3C=CC=CC=3)C3C=CC=CC=3)=CC=CC1=2.C(=O)([O-])[O-].[Cs+].[Cs+]. (4) The reactants are [Br:1][C:2]1[CH:3]=[N:4][C:5]2[C:10]([CH:11]=1)=[CH:9][C:8]([O:12][CH2:13][CH2:14][OH:15])=[C:7]([O:16][CH3:17])[CH:6]=2.[CH3:18][S:19](Cl)(=[O:21])=[O:20].CCOC(C)=O. The catalyst is C(Cl)Cl. The product is [CH3:18][S:19]([O:15][CH2:14][CH2:13][O:12][C:8]1[CH:9]=[C:10]2[C:5](=[CH:6][C:7]=1[O:16][CH3:17])[N:4]=[CH:3][C:2]([Br:1])=[CH:11]2)(=[O:21])=[O:20]. The yield is 0.710.